The task is: Predict the product of the given reaction.. This data is from Forward reaction prediction with 1.9M reactions from USPTO patents (1976-2016). (1) Given the reactants Br[CH2:2][C:3]1[C:12]2[C:7](=[C:8]([F:14])[C:9]([F:13])=[CH:10][CH:11]=2)[NH:6][C:5](=[O:15])[CH:4]=1.[CH2:16]([C:20]1[NH:24][C:23]2[CH:25]=[CH:26][CH:27]=[CH:28][C:22]=2[N:21]=1)[CH:17]([CH3:19])[CH3:18], predict the reaction product. The product is: [F:13][C:9]1[C:8]([F:14])=[C:7]2[C:12]([C:3]([CH2:2][N:21]3[C:22]4[CH:28]=[CH:27][CH:26]=[CH:25][C:23]=4[N:24]=[C:20]3[CH2:16][CH:17]([CH3:19])[CH3:18])=[CH:4][C:5](=[O:15])[NH:6]2)=[CH:11][CH:10]=1. (2) The product is: [CH2:7]([NH:3][C:4]1[N:9]=[CH:8][C:7]([C:10]2[CH:19]=[CH:18][C:17]3[N:16]=[CH:15][C:14]4[N:20]([CH3:37])[C:21](=[N:34][C:35]#[N:36])[N:22]([C:23]5[CH:24]=[N:25][C:26]([C:29]([C:32]#[N:33])([CH3:30])[CH3:31])=[CH:27][CH:28]=5)[C:13]=4[C:12]=3[CH:11]=2)=[CH:6][C:5]=1[C:38]([F:40])([F:39])[F:41])[C:10]1[CH:19]=[CH:18][CH:17]=[CH:12][CH:11]=1. Given the reactants [H-].[Na+].[NH2:3][C:4]1[N:9]=[CH:8][C:7]([C:10]2[CH:19]=[CH:18][C:17]3[N:16]=[CH:15][C:14]4[N:20]([CH3:37])[C:21](=[N:34][C:35]#[N:36])[N:22]([C:23]5[CH:24]=[N:25][C:26]([C:29]([C:32]#[N:33])([CH3:31])[CH3:30])=[CH:27][CH:28]=5)[C:13]=4[C:12]=3[CH:11]=2)=[CH:6][C:5]=1[C:38]([F:41])([F:40])[F:39], predict the reaction product. (3) Given the reactants [CH3:1][O:2][C:3]1[CH:4]=[C:5]2[C:10](=[CH:11][CH:12]=1)[C:9](=[O:13])[CH2:8][CH2:7][CH2:6]2.Br[C:15]1[CH:20]=[CH:19][CH:18]=[C:17]([F:21])[CH:16]=1.[CH3:22][C:23](C)([O-:25])[CH3:24].[Na+].[C:28]1(C)[CH:33]=CC=C[CH:29]=1, predict the reaction product. The product is: [F:21][C:17]1[CH:16]=[C:15]([C:8]2[CH:7]=[CH:6][C:5]3[C:10](=[CH:11][CH:12]=[C:3]([O:2][CH3:1])[CH:4]=3)[C:9]=2[O:13][C:28]2[CH:33]=[CH:24][C:23]([OH:25])=[CH:22][CH:29]=2)[CH:20]=[CH:19][CH:18]=1. (4) Given the reactants [C:1]([O:5][C:6]([NH:8][CH:9]1[CH2:14][CH2:13][CH:12]([O:15][C:16]2[C:17]3[C:18]4[CH2:19][C@@H:20]([CH2:29][C:30]([OH:32])=O)[CH2:21][CH2:22][C:23]=4[S:24][C:25]=3[N:26]=[CH:27][N:28]=2)[CH2:11][CH2:10]1)=[O:7])([CH3:4])([CH3:3])[CH3:2].[NH4+].[Cl-].CC[N:37]=C=NCCCN(C)C.C1C=CC2N(O)N=NC=2C=1, predict the reaction product. The product is: [C:30]([CH2:29][C@@H:20]1[CH2:19][C:18]2[C:17]3[C:16]([O:15][CH:12]4[CH2:11][CH2:10][CH:9]([NH:8][C:6](=[O:7])[O:5][C:1]([CH3:2])([CH3:4])[CH3:3])[CH2:14][CH2:13]4)=[N:28][CH:27]=[N:26][C:25]=3[S:24][C:23]=2[CH2:22][CH2:21]1)(=[O:32])[NH2:37]. (5) Given the reactants [NH:1]1[CH2:11][CH2:10][CH2:9][C@@H:3]([C:4]([O:6]CC)=[O:5])[CH2:2]1.[C:12](O[C:12]([O:14][C:15]([CH3:18])([CH3:17])[CH3:16])=[O:13])([O:14][C:15]([CH3:18])([CH3:17])[CH3:16])=[O:13].O.[OH-].[Li+], predict the reaction product. The product is: [C:15]([O:14][C:12]([N:1]1[CH2:11][CH2:10][CH2:9][C@@H:3]([C:4]([OH:6])=[O:5])[CH2:2]1)=[O:13])([CH3:18])([CH3:17])[CH3:16]. (6) Given the reactants [Cl:1][C:2]1[CH:3]=[CH:4][CH:5]=[C:6]2[C:10]=1[NH:9][CH:8]=[C:7]2[CH:11]1[CH2:16][CH2:15][N:14](C(OC(C)(C)C)=O)[CH2:13][CH2:12]1.C(N(C(C)C)CC)(C)C, predict the reaction product. The product is: [Cl:1][C:2]1[CH:3]=[CH:4][CH:5]=[C:6]2[C:10]=1[NH:9][CH:8]=[C:7]2[CH:11]1[CH2:16][CH2:15][NH:14][CH2:13][CH2:12]1. (7) Given the reactants Br[CH2:2][CH2:3][O:4][Si:5]([C:8]([CH3:11])([CH3:10])[CH3:9])([CH3:7])[CH3:6].C(=O)([O-])[O-].[K+].[K+].[CH:18]1([C:21]2[CH:22]=[C:23]([NH2:37])[CH:24]=[C:25]3[C:29]=2[N:28]([C:30]2[CH:31]=[N:32][C:33]([CH3:36])=[CH:34][CH:35]=2)[CH:27]=[CH:26]3)[CH2:20][CH2:19]1, predict the reaction product. The product is: [Si:5]([O:4][CH2:3][CH2:2][NH:37][C:23]1[CH:24]=[C:25]2[C:29](=[C:21]([CH:18]3[CH2:19][CH2:20]3)[CH:22]=1)[N:28]([C:30]1[CH:31]=[N:32][C:33]([CH3:36])=[CH:34][CH:35]=1)[CH:27]=[CH:26]2)([C:8]([CH3:11])([CH3:10])[CH3:9])([CH3:7])[CH3:6]. (8) Given the reactants Cl[CH2:2][CH2:3][CH:4]1[S:8][C:7]([C:9]2[NH:10][C:11]3[C:16]([CH:17]=2)=[CH:15][CH:14]=[CH:13][C:12]=3[N:18]([CH3:27])[S:19]([C:22]2[S:23][CH:24]=[CH:25][CH:26]=2)(=[O:21])=[O:20])=[N:6][CH2:5]1.C(=O)([O-])[O-].[K+].[K+].[SH:34][CH2:35][C:36]([O:38][CH2:39][CH3:40])=[O:37], predict the reaction product. The product is: [CH3:27][N:18]([S:19]([C:22]1[S:23][CH:24]=[CH:25][CH:26]=1)(=[O:21])=[O:20])[C:12]1[CH:13]=[CH:14][CH:15]=[C:16]2[C:11]=1[NH:10][C:9]([C:7]1[S:8][CH:4]([CH2:3][CH2:2][S:34][CH2:35][C:36]([O:38][CH2:39][CH3:40])=[O:37])[CH2:5][N:6]=1)=[CH:17]2. (9) Given the reactants C[N:2](C(ON1N=NC2C=CC=NC1=2)=[N+](C)C)C.F[P-](F)(F)(F)(F)F.[C:25]([C:29]1[CH:30]=[C:31]2[C:36](=[CH:37][CH:38]=1)[C:35](=[O:39])[N:34]([C:40]1[C:41]([CH2:55][OH:56])=[C:42]([C:46]3[N:50]([CH3:51])[C:49]([C:52](O)=[O:53])=[CH:48][CH:47]=3)[CH:43]=[CH:44][CH:45]=1)[N:33]=[CH:32]2)([CH3:28])([CH3:27])[CH3:26], predict the reaction product. The product is: [C:25]([C:29]1[CH:30]=[C:31]2[C:36](=[CH:37][CH:38]=1)[C:35](=[O:39])[N:34]([C:40]1[C:41]([CH2:55][OH:56])=[C:42]([C:46]3[N:50]([CH3:51])[C:49]([C:52]([NH2:2])=[O:53])=[CH:48][CH:47]=3)[CH:43]=[CH:44][CH:45]=1)[N:33]=[CH:32]2)([CH3:28])([CH3:26])[CH3:27].